This data is from Full USPTO retrosynthesis dataset with 1.9M reactions from patents (1976-2016). The task is: Predict the reactants needed to synthesize the given product. Given the product [C:30]([CH:26]([C:27]([NH:1][CH:2]1[C:8](=[O:9])[N:7]([CH3:10])[C:6]2[CH:11]=[CH:12][CH:13]=[CH:14][C:5]=2[C:4]2[CH:15]=[CH:16][CH:17]=[CH:18][C:3]1=2)=[O:28])[C:25]([NH:24][CH2:23][C:22]1[CH:21]=[C:20]([F:19])[CH:37]=[C:36]([F:38])[CH:35]=1)=[O:34])([CH3:33])([CH3:31])[CH3:32], predict the reactants needed to synthesize it. The reactants are: [NH2:1][CH:2]1[C:8](=[O:9])[N:7]([CH3:10])[C:6]2[CH:11]=[CH:12][CH:13]=[CH:14][C:5]=2[C:4]2[CH:15]=[CH:16][CH:17]=[CH:18][C:3]1=2.[F:19][C:20]1[CH:21]=[C:22]([CH:35]=[C:36]([F:38])[CH:37]=1)[CH2:23][NH:24][C:25](=[O:34])[CH:26]([C:30]([CH3:33])([CH3:32])[CH3:31])[C:27](O)=[O:28].